Predict the reactants needed to synthesize the given product. From a dataset of Full USPTO retrosynthesis dataset with 1.9M reactions from patents (1976-2016). The reactants are: [C:1](Cl)([C:14]1[CH:19]=[CH:18][CH:17]=[CH:16][CH:15]=1)([C:8]1[CH:13]=[CH:12][CH:11]=[CH:10][CH:9]=1)[C:2]1[CH:7]=[CH:6][CH:5]=[CH:4][CH:3]=1.[CH3:21][C:22]1[NH:23][CH:24]=[C:25]([CH3:27])[N:26]=1.C(N(CC)CC)C. Given the product [CH3:21][C:22]1[N:23]([C:1]([C:14]2[CH:19]=[CH:18][CH:17]=[CH:16][CH:15]=2)([C:8]2[CH:13]=[CH:12][CH:11]=[CH:10][CH:9]=2)[C:2]2[CH:7]=[CH:6][CH:5]=[CH:4][CH:3]=2)[CH:24]=[C:25]([CH3:27])[N:26]=1, predict the reactants needed to synthesize it.